From a dataset of Peptide-MHC class I binding affinity with 185,985 pairs from IEDB/IMGT. Regression. Given a peptide amino acid sequence and an MHC pseudo amino acid sequence, predict their binding affinity value. This is MHC class I binding data. (1) The peptide sequence is LPVEYLQVP. The MHC is HLA-B08:01 with pseudo-sequence HLA-B08:01. The binding affinity (normalized) is 0.214. (2) The peptide sequence is ETRSFTTHF. The MHC is HLA-A29:02 with pseudo-sequence HLA-A29:02. The binding affinity (normalized) is 0.0847. (3) The peptide sequence is RAWGRRLMI. The MHC is HLA-A02:06 with pseudo-sequence HLA-A02:06. The binding affinity (normalized) is 1.00.